Dataset: HIV replication inhibition screening data with 41,000+ compounds from the AIDS Antiviral Screen. Task: Binary Classification. Given a drug SMILES string, predict its activity (active/inactive) in a high-throughput screening assay against a specified biological target. (1) The result is 0 (inactive). The molecule is O=C(Nc1ccc(Cl)cc1)OCC12COCN1COC2. (2) The molecule is Cc1ccc2c(c1)sc1nnc(C)n12. The result is 0 (inactive). (3) The compound is O=c1ccc2cc3ccoc3c(OCCOCCOCCOCCOc3c4occc4cc4ccc(=O)oc34)c2o1. The result is 0 (inactive). (4) The molecule is O=C1CC(c2c(-c3ccccc3)[nH]c3ccccc23)C(=O)N1. The result is 0 (inactive). (5) The drug is Cc1c(Cl)cccc1N1C(=O)C(Cl)=C(Cl)C1=O. The result is 0 (inactive). (6) The result is 0 (inactive). The molecule is OC1=CN=C(C2CC2)Oc2ccccc21. (7) The compound is O=C(Nc1ccn(CCOC(=O)c2ccccc2)c(=O)n1)c1ccccc1. The result is 0 (inactive).